From a dataset of Catalyst prediction with 721,799 reactions and 888 catalyst types from USPTO. Predict which catalyst facilitates the given reaction. (1) Reactant: [CH3:1][NH:2][C:3]([C@H:5]1[CH2:9][CH2:8][C@H:7]([NH:10][C:11](=[O:17])[O:12][C:13]([CH3:16])([CH3:15])[CH3:14])[CH2:6]1)=S.[C:18]1([CH2:24][C:25]([NH:27][NH2:28])=O)[CH:23]=[CH:22][CH:21]=[CH:20][CH:19]=1.C([O-])(=O)C. Product: [CH2:24]([C:25]1[N:2]([CH3:1])[C:3]([C@H:5]2[CH2:9][CH2:8][C@H:7]([NH:10][C:11](=[O:17])[O:12][C:13]([CH3:14])([CH3:15])[CH3:16])[CH2:6]2)=[N:28][N:27]=1)[C:18]1[CH:23]=[CH:22][CH:21]=[CH:20][CH:19]=1. The catalyst class is: 1. (2) Reactant: [CH3:1][C:2]1[C:7]([OH:8])=[CH:6][CH:5]=[CH:4][C:3]=1[C:9]([NH:11][C@H:12]([C@H:21]([OH:40])[CH2:22][N:23]1[C@H:32]([C:33]([NH:35][C:36]([CH3:39])([CH3:38])[CH3:37])=[O:34])[CH2:31][C@H:30]2[C@H:25]([CH2:26][CH2:27][CH2:28][CH2:29]2)[CH2:24]1)[CH2:13][S:14][C:15]1[CH:16]=[CH:17][CH:18]=[CH:19][CH:20]=1)=[O:10].[CH3:41][S:42]([OH:45])(=[O:44])=[O:43].C(C(C)=O)C(C)C. Product: [CH3:1][C:2]1[C:7]([OH:8])=[CH:6][CH:5]=[CH:4][C:3]=1[C:9]([NH:11][C@H:12]([C@H:21]([OH:40])[CH2:22][N:23]1[C@H:32]([C:33]([NH:35][C:36]([CH3:38])([CH3:37])[CH3:39])=[O:34])[CH2:31][C@H:30]2[C@H:25]([CH2:26][CH2:27][CH2:28][CH2:29]2)[CH2:24]1)[CH2:13][S:14][C:15]1[CH:20]=[CH:19][CH:18]=[CH:17][CH:16]=1)=[O:10].[CH3:41][S:42]([OH:45])(=[O:44])=[O:43]. The catalyst class is: 8. (3) Reactant: [C:1]([O:5][C:6]([N:8]1[CH2:13][CH2:12][C:11](O)([C:14]2[CH:23]=[CH:22][C:21]3[C:16](=[CH:17][CH:18]=[CH:19][CH:20]=3)[N:15]=2)[CH2:10][CH2:9]1)=[O:7])([CH3:4])([CH3:3])[CH3:2].[OH-].COC(NS([N+](CC)(CC)CC)(=O)=O)=O. Product: [C:1]([O:5][C:6]([N:8]1[CH2:9][CH:10]=[C:11]([C:14]2[CH:23]=[CH:22][C:21]3[C:16](=[CH:17][CH:18]=[CH:19][CH:20]=3)[N:15]=2)[CH2:12][CH2:13]1)=[O:7])([CH3:4])([CH3:2])[CH3:3]. The catalyst class is: 638. (4) Reactant: [Cl:1][C:2]1[CH:7]=[C:6]([Cl:8])[CH:5]=[CH:4][C:3]=1[S:9]([NH:12][C:13]1[C:21]([O:22][C:23]2[CH:28]=[CH:27][C:26]([CH2:29][C:30]([O:32]C)=[O:31])=[CH:25][C:24]=2[O:34][CH3:35])=[CH:20][CH:19]=[C:18]2[C:14]=1[CH:15]=[N:16][N:17]2COCC[Si](C)(C)C)(=[O:11])=[O:10].Cl. Product: [Cl:1][C:2]1[CH:7]=[C:6]([Cl:8])[CH:5]=[CH:4][C:3]=1[S:9]([NH:12][C:13]1[C:21]([O:22][C:23]2[CH:28]=[CH:27][C:26]([CH2:29][C:30]([OH:32])=[O:31])=[CH:25][C:24]=2[O:34][CH3:35])=[CH:20][CH:19]=[C:18]2[C:14]=1[CH:15]=[N:16][NH:17]2)(=[O:10])=[O:11]. The catalyst class is: 8. (5) Reactant: C([O:8][C:9]1[CH:14]=[CH:13][C:12]([C:15]2[C:23]3[C:18](=[N:19][CH:20]=[CH:21][N:22]=3)[N:17]([CH2:24][CH3:25])[N:16]=2)=[CH:11][CH:10]=1)C1C=CC=CC=1. Product: [CH2:24]([N:17]1[C:18]2=[N:19][CH:20]=[CH:21][N:22]=[C:23]2[C:15]([C:12]2[CH:13]=[CH:14][C:9]([OH:8])=[CH:10][CH:11]=2)=[N:16]1)[CH3:25]. The catalyst class is: 515. (6) Reactant: [S:1](=[O:34])(=[O:33])([O:3][C:4]1[CH:9]=[CH:8][CH:7]=[C:6]([C:10]2[N:11]=[CH:12][N:13]([C:15](=[O:32])[N:16]([CH:18]3[CH2:23][CH2:22][N:21]([C:24]4[CH:29]=[CH:28][C:27]([Br:30])=[C:26]([OH:31])[CH:25]=4)[CH2:20][CH2:19]3)[CH3:17])[CH:14]=2)[CH:5]=1)[NH2:2].[ClH:35].C(OCC)C. The catalyst class is: 125. Product: [ClH:35].[S:1](=[O:34])(=[O:33])([O:3][C:4]1[CH:9]=[CH:8][CH:7]=[C:6]([C:10]2[N:11]=[CH:12][N:13]([C:15](=[O:32])[N:16]([CH:18]3[CH2:23][CH2:22][N:21]([C:24]4[CH:29]=[CH:28][C:27]([Br:30])=[C:26]([OH:31])[CH:25]=4)[CH2:20][CH2:19]3)[CH3:17])[CH:14]=2)[CH:5]=1)[NH2:2]. (7) Reactant: Cl.[NH2:2][OH:3].[C:4]([C:6]1[CH:7]=[CH:8][C:9]([CH2:25][CH2:26][C:27]([O:29][CH2:30][CH3:31])=[O:28])=[C:10]2[C:14]=1[N:13]([S:15]([C:18]1[CH:23]=[CH:22][C:21]([CH3:24])=[CH:20][CH:19]=1)(=[O:17])=[O:16])[CH:12]=[CH:11]2)#[N:5].C(=O)([O-])[O-].[Na+].[Na+].CCOC(C)=O. Product: [OH:3][NH:2][C:4](=[NH:5])[C:6]1[CH:7]=[CH:8][C:9]([CH2:25][CH2:26][C:27]([O:29][CH2:30][CH3:31])=[O:28])=[C:10]2[C:14]=1[N:13]([S:15]([C:18]1[CH:23]=[CH:22][C:21]([CH3:24])=[CH:20][CH:19]=1)(=[O:16])=[O:17])[CH:12]=[CH:11]2. The catalyst class is: 8. (8) The catalyst class is: 55. Reactant: [F:1][C:2]1[CH:7]=[CH:6][C:5]([C:8]([N:10]2[CH2:15][CH2:14][N:13]([C:16]3[CH:21]=[CH:20][C:19]([O:22][CH:23]4[CH2:28][CH2:27][N:26](C(OC(C)(C)C)=O)[CH2:25][CH2:24]4)=[CH:18][CH:17]=3)[CH2:12][CH2:11]2)=[O:9])=[CH:4][CH:3]=1. Product: [F:1][C:2]1[CH:7]=[CH:6][C:5]([C:8]([N:10]2[CH2:15][CH2:14][N:13]([C:16]3[CH:21]=[CH:20][C:19]([O:22][CH:23]4[CH2:28][CH2:27][NH:26][CH2:25][CH2:24]4)=[CH:18][CH:17]=3)[CH2:12][CH2:11]2)=[O:9])=[CH:4][CH:3]=1. (9) Reactant: [C:1]1([N:7]=[C:8]=[S:9])[CH:6]=[CH:5][CH:4]=[CH:3][CH:2]=1.[NH2:10][CH2:11][CH2:12][CH2:13][N:14]1[C:26]2[C:25]3[CH:24]=[CH:23][CH:22]=[CH:21][C:20]=3[N:19]=[C:18]([NH2:27])[C:17]=2[N:16]=[C:15]1[CH2:28][CH2:29][CH2:30][CH3:31].O.C(=O)([O-])[O-].[K+].[K+]. Product: [NH2:27][C:18]1[C:17]2[N:16]=[C:15]([CH2:28][CH2:29][CH2:30][CH3:31])[N:14]([CH2:13][CH2:12][CH2:11][NH:10][C:8]([NH:7][C:1]3[CH:6]=[CH:5][CH:4]=[CH:3][CH:2]=3)=[S:9])[C:26]=2[C:25]2[CH:24]=[CH:23][CH:22]=[CH:21][C:20]=2[N:19]=1. The catalyst class is: 60. (10) Reactant: [Cl:1][C:2]1[CH:7]=[C:6](Cl)[N:5]2[N:9]=[C:10]([C:12]3[CH:17]=[CH:16][CH:15]=[CH:14][N:13]=3)[CH:11]=[C:4]2[N:3]=1.[NH:18]1[CH2:23][CH2:22][O:21][CH2:20][CH2:19]1. Product: [Cl:1][C:2]1[CH:7]=[C:6]([N:18]2[CH2:23][CH2:22][O:21][CH2:20][CH2:19]2)[N:5]2[N:9]=[C:10]([C:12]3[CH:17]=[CH:16][CH:15]=[CH:14][N:13]=3)[CH:11]=[C:4]2[N:3]=1. The catalyst class is: 38.